This data is from Reaction yield outcomes from USPTO patents with 853,638 reactions. The task is: Predict the reaction yield, written as a fraction of the theoretical maximum amount of product (1.0 means a 100% yield; for example, 0.34 means a 34% yield). (1) The reactants are [CH3:1][C:2]([C:4]1[CH:5]=[CH:6][CH:7]=[C:8]([OH:10])[CH:9]=1)=[O:3].C(=O)([O-])[O-].[K+].[K+].[CH2:17](Br)[C:18]1[CH:23]=[CH:22][CH:21]=[CH:20][CH:19]=1. The catalyst is CC(C)=O. The product is [CH2:17]([O:10][C:8]1[CH:9]=[C:4]([C:2](=[O:3])[CH3:1])[CH:5]=[CH:6][CH:7]=1)[C:18]1[CH:23]=[CH:22][CH:21]=[CH:20][CH:19]=1. The yield is 0.980. (2) The yield is 0.740. The product is [ClH:1].[ClH:1].[NH:19]([C:2]1[C:11]2[C:6](=[CH:7][CH:8]=[CH:9][CH:10]=2)[N:5]=[C:4]([CH3:12])[N:3]=1)[NH2:20]. The reactants are [Cl:1][C:2]1[C:11]2[C:6](=[CH:7][CH:8]=[CH:9][CH:10]=2)[N:5]=[C:4]([CH3:12])[N:3]=1.C(=O)([O-])[O-].[K+].[K+].[NH2:19][NH2:20]. The catalyst is C1COCC1. (3) The reactants are CC1N=C(N2C(=O)N(CC3C=CC(C(F)(F)F)=CC=3)N=C2)SC=1C(O)=O.[F:27][C:28]1[CH:49]=[CH:48][C:31]([CH2:32][N:33]2[C:37](=[O:38])[N:36]([C:39]3[S:40][C:41]([C:45](O)=[O:46])=[C:42]([CH3:44])[N:43]=3)[CH:35]=[N:34]2)=[CH:30][CH:29]=1.[CH3:50][C:51]1[N:52]=[CH:53][C:54]([CH2:57][NH2:58])=[N:55][CH:56]=1. No catalyst specified. The product is [F:27][C:28]1[CH:29]=[CH:30][C:31]([CH2:32][N:33]2[C:37](=[O:38])[N:36]([C:39]3[S:40][C:41]([C:45]([NH:58][CH2:57][C:54]4[CH:53]=[N:52][C:51]([CH3:50])=[CH:56][N:55]=4)=[O:46])=[C:42]([CH3:44])[N:43]=3)[CH:35]=[N:34]2)=[CH:48][CH:49]=1. The yield is 0.640. (4) The reactants are [NH:1]1[C:9]2[C:4](=[CH:5][CH:6]=[CH:7][CH:8]=2)[CH:3]=[C:2]1[C:10]([OH:12])=O.C(Cl)CCl.[CH:17]1[CH:18]=CC2N(O)N=[N:23][C:21]=2[CH:22]=1.CCN(CC)CC.N1CCCC1. The catalyst is C(Cl)Cl. The product is [NH:1]1[C:9]2[C:4](=[CH:5][CH:6]=[CH:7][CH:8]=2)[CH:3]=[C:2]1[C:10]([N:23]1[CH2:18][CH2:17][CH2:22][CH2:21]1)=[O:12]. The yield is 0.780. (5) The reactants are C(=O)([O-])[O-].[K+].[K+].[F:7][C:8]1[CH:9]=[CH:10][C:11]([N:14]2[CH2:19][CH2:18][N:17]3[N:20]=[C:21]([CH2:23][O:24]C(=O)C)[CH:22]=[C:16]3[C:15]2=[O:28])=[N:12][CH:13]=1. The catalyst is CO. The product is [F:7][C:8]1[CH:9]=[CH:10][C:11]([N:14]2[CH2:19][CH2:18][N:17]3[N:20]=[C:21]([CH2:23][OH:24])[CH:22]=[C:16]3[C:15]2=[O:28])=[N:12][CH:13]=1. The yield is 0.500. (6) The reactants are [C:1]([C:5]1[CH:9]=[C:8]([C:10]([O:12][CH2:13][CH3:14])=[O:11])[N:7]([C:15]2[CH:16]=[C:17]3[C:22](=[CH:23][CH:24]=2)[N:21]=[C:20](OS(C(F)(F)F)(=O)=O)[CH:19]=[CH:18]3)[N:6]=1)([CH3:4])([CH3:3])[CH3:2].CN.Cl.C[CH2:37][N:38](CC)CC.CN(C=O)C. The catalyst is [Cl-].[Na+].O. The product is [C:1]([C:5]1[CH:9]=[C:8]([C:10]([O:12][CH2:13][CH3:14])=[O:11])[N:7]([C:15]2[CH:16]=[C:17]3[C:22](=[CH:23][CH:24]=2)[N:21]=[C:20]([NH:38][CH3:37])[CH:19]=[CH:18]3)[N:6]=1)([CH3:2])([CH3:4])[CH3:3]. The yield is 0.850.